This data is from Drug-target binding data from BindingDB using IC50 measurements. The task is: Regression. Given a target protein amino acid sequence and a drug SMILES string, predict the binding affinity score between them. We predict pIC50 (pIC50 = -log10(IC50 in M); higher means more potent). Dataset: bindingdb_ic50. (1) The small molecule is Cc1n[nH]c(C)c1-c1ccc2c3ncc(-c4c(C)nnn4C)cc3n([C@H](c3ccccc3)C3CCOCC3)c2c1. The target protein (O60885) has sequence MSAESGPGTRLRNLPVMGDGLETSQMSTTQAQAQPQPANAASTNPPPPETSNPNKPKRQTNQLQYLLRVVLKTLWKHQFAWPFQQPVDAVKLNLPDYYKIIKTPMDMGTIKKRLENNYYWNAQECIQDFNTMFTNCYIYNKPGDDIVLMAEALEKLFLQKINELPTEETEIMIVQAKGRGRGRKETGTAKPGVSTVPNTTQASTPPQTQTPQPNPPPVQATPHPFPAVTPDLIVQTPVMTVVPPQPLQTPPPVPPQPQPPPAPAPQPVQSHPPIIAATPQPVKTKKGVKRKADTTTPTTIDPIHEPPSLPPEPKTTKLGQRRESSRPVKPPKKDVPDSQQHPAPEKSSKVSEQLKCCSGILKEMFAKKHAAYAWPFYKPVDVEALGLHDYCDIIKHPMDMSTIKSKLEAREYRDAQEFGADVRLMFSNCYKYNPPDHEVVAMARKLQDVFEMRFAKMPDEPEEPVVAVSSPAVPPPTKVVAPPSSSDSSSDSSSDSDSST.... The pIC50 is 9.0. (2) The small molecule is CCCC/C=C\CCCCCCCCCC1(O)CC(=O)c2c(O)c(C)c(O)c(C)c2O1. The target protein (P18031) has sequence MEMEKEFEQIDKSGSWAAIYQDIRHEASDFPCRVAKLPKNKNRNRYRDVSPFDHSRIKLHQEDNDYINASLIKMEEAQRSYILTQGPLPNTCGHFWEMVWEQKSRGVVMLNRVMEKGSLKCAQYWPQKEEKEMIFEDTNLKLTLISEDIKSYYTVRQLELENLTTQETREILHFHYTTWPDFGVPESPASFLNFLFKVRESGSLSPEHGPVVVHCSAGIGRSGTFCLADTCLLLMDKRKDPSSVDIKKVLLEMRKFRMGLIQTADQLRFSYLAVIEGAKFIMGDSSVQDQWKELSHEDLEPPPEHIPPPPRPPKRILEPHNGKCREFFPNHQWVKEETQEDKDCPIKEEKGSPLNAAPYGIESMSQDTEVRSRVVGGSLRGAQAASPAKGEPSLPEKDEDHALSYWKPFLVNMCVATVLTAGAYLCYRFLFNSNT. The pIC50 is 5.7. (3) The compound is O=C(O)c1ccc2c(c1)ncn2Cc1ccc(C(F)(F)F)cc1. The target protein sequence is MMFNFPNTRLRRRRSSKWVRNLTSESALSVNDLIFPLFVHDREETTELVSSLPGMKCYSIDGLVSIAQEAEDLGINAVAIFPVVDSKLKSENAEEAYNSDNLICKAIRAIKLKVPGIGIIADVALDPYTTHGHDGILKSNQIDVENDKTVSILCKQALALAKAGCNIVASSDMMDGRVGRIRKVLDDNNLQDVSILSYAVKYCSSFYAPFRQIVGSCVSSNSIDKSGYQMDYRNAREAICEIEMDLNEGADFIMVKPGMPYLDIIKMASDEFNFPIFAYQVSGEYAMIKAATNNGWLDYDKVIYESLVGFKRAGASAIFTYAALDVAKNLR. The pIC50 is 4.1. (4) The small molecule is Cc1nc(N=Nc2cc(S(=O)(=O)O)ccc2S(=O)(=O)O)c(CCC(=O)O)c(C=O)c1O. The target protein (P51576) has sequence MARRLQDELSAFFFEYDTPRMVLVRNKKVGVIFRLIQLVVLVYVIGWVFVYEKGYQTSSGLISSVSVKLKGLAVTQLQGLGPQVWDVADYVFPAHGDSSFVVMTNFIMTPQQAQGHCAENPEGGICQDDSGCTPGKAERKAQGIRTGNCVPFNGTVKTCEIFGWCPVEVDDKIPSPALLHEAENFTLFIKNSISFPRFKVNRRNLVEEVNGTYMKKCLYHKILHPLCPVFSLGYVVRESGQDFRSLAEKGGVVGITIDWECDLDWHVRHCKPIYQFHGLYGEKNLSPGFNFRFARHFVQNGTNRRHLFKVFGIRFDILVDGKAGKFDIIPTMTTIGSGIGIFGVATVLCDLLLLHILPKRHYYKQKKFKYAEDMGPGEGERDPAATSSTLGLQENMRTS. The pIC50 is 7.2. (5) The small molecule is CC(C)N(C(=O)CN1C(=O)C(Nc2cccc(C(=O)O)c2)c2nnc(-c3ccccc3)n2-c2ccccc21)c1ccccc1. The target protein (P32238) has sequence MDVVDSLLVNGSNITPPCELGLENETLFCLDQPRPSKEWQPAVQILLYSLIFLLSVLGNTLVITVLIRNKRMRTVTNIFLLSLAVSDLMLCLFCMPFNLIPNLLKDFIFGSAVCKTTTYFMGTSVSVSTFNLVAISLERYGAICKPLQSRVWQTKSHALKVIAATWCLSFTIMTPYPIYSNLVPFTKNNNQTANMCRFLLPNDVMQQSWHTFLLLILFLIPGIVMMVAYGLISLELYQGIKFEASQKKSAKERKPSTTSSGKYEDSDGCYLQKTRPPRKLELRQLSTGSSSRANRIRSNSSAANLMAKKRVIRMLIVIVVLFFLCWMPIFSANAWRAYDTASAERRLSGTPISFILLLSYTSSCVNPIIYCFMNKRFRLGFMATFPCCPNPGPPGARGEVGEEEEGGTTGASLSRFSYSHMSASVPPQ. The pIC50 is 7.7. (6) The drug is C=C1C=C(C)[C@H](/C(C)=C/C=C/C=C/C=C/[C@]2(C)[C@H]3OC(=O)[C@]2(C)C(=O)[C@@H]3C)O[C@H]1C. The target protein sequence is MLAVAPRMLVTYSLLLLSGMIEGAHSKEPIGGTLNGSRRRSEGEHLQYPAADEPVIVVGGGLAGLSAALEAVHEGASVILIEAEKNVGGNSAKASSGMAACNTEAQRVHHINDSTDRFYSDTMTAGDRENDPILVDQLVHQSADAFSFLVSHGADLSDVVLAGGHSVKRVHRNTPVKEGRAVNVGYAIISAVRDQLNRHAEQDPDKVKIMLGTEVIGLVTWNDFVTGVRVRKGDSRIEEISGKAVVLATGGFSNDRNVQGSLLAEFAPEKLKFPTTNGPWASGRGVKMARAMGAALVGMSDVQVHPTAFVDPKDPNATTKFLAAEALRGKGAILLNEKGERFGNELGRRDYLTDRILTSCAEDSQAGGAHTALMLMTDQSADDFGRASFGFYANVKGFFKKFNNVAELANYMNVDEAKLRKTLTDYNKYVTSTEENKKDEFGKVFFPASFNPDAVIYAAKITPAIHYTMGGLKIDKQAFVFNEFAQKPFRGLLAAGEVTG.... The pIC50 is 6.1.